This data is from Full USPTO retrosynthesis dataset with 1.9M reactions from patents (1976-2016). The task is: Predict the reactants needed to synthesize the given product. (1) Given the product [Cl:1][C:2]1[N:7]=[CH:6][N:5]=[C:4]([C:8]([OH:10])([CH3:11])[CH3:9])[CH:3]=1, predict the reactants needed to synthesize it. The reactants are: [Cl:1][C:2]1[N:7]=[CH:6][N:5]=[C:4]([C:8](=[O:10])[CH3:9])[CH:3]=1.[CH3:11][Mg]Br. (2) Given the product [CH2:2]([N:11]1[CH2:12][CH2:13][CH2:14][C@@H:10]1[CH3:9])/[CH:3]=[CH:4]\[CH3:5], predict the reactants needed to synthesize it. The reactants are: Cl[CH2:2]/[CH:3]=[CH:4]\[CH3:5].C(Cl)Cl.[CH3:9][C@H:10]1[CH2:14][CH2:13][CH2:12][NH:11]1.[OH-].[Na+]. (3) Given the product [NH2:19][C:17]1[CH:16]=[C:5]([CH:4]=[C:3]([O:2][CH3:1])[CH:18]=1)[O:6][CH2:7][CH2:8][O:9][CH2:10][CH2:11][O:12][CH2:13][CH2:14][OH:15], predict the reactants needed to synthesize it. The reactants are: [CH3:1][O:2][C:3]1[CH:4]=[C:5]([CH:16]=[C:17]([N+:19]([O-])=O)[CH:18]=1)[O:6][CH2:7][CH2:8][O:9][CH2:10][CH2:11][O:12][CH2:13][CH2:14][OH:15].[Cl-].[NH4+]. (4) Given the product [C:25]([O:29][C:30](=[O:31])[NH:32][CH:33]1[CH2:34][CH2:35][CH:36]([C:39]([NH:22][NH:21][C:19](=[O:20])[C:18]2[CH:17]=[CH:16][C:15]([CH2:14][C:13]3[C:3]([CH2:1][CH3:2])=[N:4][N:5]4[C:10]([CH3:11])=[CH:9][C:8]([CH3:12])=[N:7][C:6]=34)=[CH:24][CH:23]=2)=[O:40])[CH2:37][CH2:38]1)([CH3:28])([CH3:26])[CH3:27], predict the reactants needed to synthesize it. The reactants are: [CH2:1]([C:3]1[C:13]([CH2:14][C:15]2[CH:24]=[CH:23][C:18]([C:19]([NH:21][NH2:22])=[O:20])=[CH:17][CH:16]=2)=[C:6]2[N:7]=[C:8]([CH3:12])[CH:9]=[C:10]([CH3:11])[N:5]2[N:4]=1)[CH3:2].[C:25]([O:29][C:30]([NH:32][C@H:33]1[CH2:38][CH2:37][C@H:36]([C:39](O)=[O:40])[CH2:35][CH2:34]1)=[O:31])([CH3:28])([CH3:27])[CH3:26].C(Cl)CCl.C1C=CC2N(O)N=NC=2C=1.CCN(CC)CC. (5) Given the product [C:18]1([C:12]2[CH:13]=[CH:14][CH:15]=[C:16]3[C:11]=2[C:10]([NH:24][CH2:25][C:26]2[CH:31]=[CH:30][CH:29]=[CH:28][N:27]=2)=[N:9][C:8]([C:4]2[CH:3]=[C:2]([NH:1][C:38](=[O:40])[CH3:39])[CH:7]=[N:6][CH:5]=2)=[CH:17]3)[CH:23]=[CH:22][CH:21]=[CH:20][CH:19]=1, predict the reactants needed to synthesize it. The reactants are: [NH2:1][C:2]1[CH:3]=[C:4]([C:8]2[N:9]=[C:10]([NH:24][CH2:25][C:26]3[CH:31]=[CH:30][CH:29]=[CH:28][N:27]=3)[C:11]3[C:16]([CH:17]=2)=[CH:15][CH:14]=[CH:13][C:12]=3[C:18]2[CH:23]=[CH:22][CH:21]=[CH:20][CH:19]=2)[CH:5]=[N:6][CH:7]=1.N1C=CC=CC=1.[C:38](Cl)(=[O:40])[CH3:39]. (6) Given the product [F:18][C:15]1[CH:16]=[CH:17][C:12]([N:8]2[C:9]3[C:4](=[CH:3][C:2]([C:26]#[C:25][C:27]4[CH:28]=[N:29][C:30]([CH3:33])=[N:31][CH:32]=4)=[CH:11][CH:10]=3)[C:5](=[O:24])[C:6]([C:19]([O:21][CH2:22][CH3:23])=[O:20])=[CH:7]2)=[CH:13][CH:14]=1, predict the reactants needed to synthesize it. The reactants are: Br[C:2]1[CH:3]=[C:4]2[C:9](=[CH:10][CH:11]=1)[N:8]([C:12]1[CH:17]=[CH:16][C:15]([F:18])=[CH:14][CH:13]=1)[CH:7]=[C:6]([C:19]([O:21][CH2:22][CH3:23])=[O:20])[C:5]2=[O:24].[C:25]([C:27]1[CH:28]=[N:29][C:30]([CH3:33])=[N:31][CH:32]=1)#[CH:26].C(N(CC)CC)C. (7) Given the product [F:23][C:20]1[CH:21]=[CH:22][C:17]([CH2:16][CH2:15][CH:14]2[C:4]3[C:5](=[CH:6][C:7]([O:9][CH3:10])=[CH:8][C:3]=3[O:2][CH3:1])[CH2:11][CH2:12][NH:13]2)=[CH:18][CH:19]=1, predict the reactants needed to synthesize it. The reactants are: [CH3:1][O:2][C:3]1[CH:4]=[C:5]([CH2:11][CH2:12][NH:13][C:14](=O)[CH2:15][CH2:16][C:17]2[CH:22]=[CH:21][C:20]([F:23])=[CH:19][CH:18]=2)[CH:6]=[C:7]([O:9][CH3:10])[CH:8]=1.O=P(Cl)(Cl)Cl.[BH4-].[Na+].O. (8) Given the product [Cl:8][C:6]1[CH:5]=[CH:4][C:3]2[N:9]=[C:24]([C:19]3[C:18]4[C:17]5[C:12](=[CH:13][CH:14]=[CH:15][CH:16]=5)[C:11](=[O:10])[C:23]=4[CH:22]=[CH:21][CH:20]=3)[NH:1][C:2]=2[CH:7]=1, predict the reactants needed to synthesize it. The reactants are: [NH2:1][C:2]1[CH:7]=[C:6]([Cl:8])[CH:5]=[CH:4][C:3]=1[NH-:9].[O:10]=[C:11]1[C:23]2[CH:22]=[CH:21][CH:20]=[C:19]([C:24](O)=O)[C:18]=2[C:17]2[C:12]1=[CH:13][CH:14]=[CH:15][CH:16]=2. (9) Given the product [C:11]1([CH:7]([C:1]2[CH:2]=[CH:3][CH:4]=[CH:5][CH:6]=2)[CH2:10][C:5]#[C:4][C:3]2[CH:2]=[CH:1][CH:7]=[CH:10][C:21]=2[CH:20]=[O:22])[CH:12]=[CH:13][CH:14]=[CH:15][CH:16]=1, predict the reactants needed to synthesize it. The reactants are: [C:1]1([C:7]([C:11]2[CH:16]=[CH:15][CH:14]=[CH:13][CH:12]=2)([CH3:10])C=O)[CH:6]=[CH:5][CH:4]=[CH:3][CH:2]=1.[N+](=C(P(=O)(OC)OC)[C:20](=[O:22])[CH3:21])=[N-].